From a dataset of Reaction yield outcomes from USPTO patents with 853,638 reactions. Predict the reaction yield, written as a fraction of the theoretical maximum amount of product (1.0 means a 100% yield; for example, 0.34 means a 34% yield). (1) The reactants are [Cl:1][C:2]1[CH:7]=[C:6]([C:8]2[O:9][C:10]([C:13]3[N:14]=[C:15]4[C:20]([Cl:21])=[CH:19][C:18]([C:22]([F:25])([F:24])[F:23])=[CH:17][N:16]4[CH:26]=3)=[N:11][N:12]=2)[C:5]([Cl:27])=[CH:4][C:3]=1[OH:28].[CH2:29]1[O:32][CH:30]1[CH3:31]. The catalyst is CN(C=O)C. The product is [Cl:1][C:2]1[CH:7]=[C:6]([C:8]2[O:9][C:10]([C:13]3[N:14]=[C:15]4[C:20]([Cl:21])=[CH:19][C:18]([C:22]([F:23])([F:25])[F:24])=[CH:17][N:16]4[CH:26]=3)=[N:11][N:12]=2)[C:5]([Cl:27])=[CH:4][C:3]=1[O:28][CH2:29][CH:30]([OH:32])[CH3:31]. The yield is 0.0700. (2) The reactants are [C:1]([C:5]1[CH:9]=[C:8]([C:10]([O:12]CC)=[O:11])[N:7]([C:15]2[CH:20]=[CH:19][CH:18]=[C:17]([F:21])[CH:16]=2)[N:6]=1)([CH3:4])([CH3:3])[CH3:2].C1COCC1.CCO.O.O[Li].O. The catalyst is Cl. The product is [C:1]([C:5]1[CH:9]=[C:8]([C:10]([OH:12])=[O:11])[N:7]([C:15]2[CH:20]=[CH:19][CH:18]=[C:17]([F:21])[CH:16]=2)[N:6]=1)([CH3:4])([CH3:2])[CH3:3]. The yield is 0.850. (3) The reactants are C([BH-](CC)CC)C.[Li+].C([O:11][C:12]([C@@H:14]1[N:18]([CH3:19])[C:17](=[O:20])[CH2:16][C@@H:15]1[C:21]1[CH:26]=[CH:25][CH:24]=[CH:23][CH:22]=1)=O)C.Cl.C(=O)([O-])[O-].[K+].[K+]. The catalyst is O1CCCC1. The product is [OH:11][CH2:12][CH:14]1[N:18]([CH3:19])[C:17](=[O:20])[CH2:16][CH:15]1[C:21]1[CH:26]=[CH:25][CH:24]=[CH:23][CH:22]=1. The yield is 0.830. (4) The reactants are C[O:2][C:3]1[C:8]2[O:9][C:10]3[C:15]([C:7]=2[CH:6]=[CH:5][CH:4]=1)=[CH:14][CH:13]=[C:12]([CH3:16])[N:11]=3.Cl.N1C=CC=CC=1.C(=O)(O)[O-].[Na+]. The yield is 0.950. The product is [CH3:16][C:12]1[N:11]=[C:10]2[O:9][C:8]3[C:3]([OH:2])=[CH:4][CH:5]=[CH:6][C:7]=3[C:15]2=[CH:14][CH:13]=1. No catalyst specified. (5) The reactants are [H-].[Na+].CCOP([O:11][C:12]([CH3:14])=[O:13])(OCC)=O.[CH:15]1[C:20]2[CH2:21][CH2:22][CH2:23][CH2:24][CH:25]([CH2:26][CH:27]=O)[C:19]=2[CH:18]=[CH:17][CH:16]=1.[Cl-].[NH4+].[CH:31]1C=CC=C[CH:32]=1. No catalyst specified. The product is [CH:15]1[C:20]2[CH2:21][CH2:22][CH2:23][CH2:24][CH:25]([CH2:26][CH:27]=[CH:14][C:12]([O:11][CH2:31][CH3:32])=[O:13])[C:19]=2[CH:18]=[CH:17][CH:16]=1. The yield is 0.940. (6) The reactants are Br[C:2]1[CH:3]=[C:4]([N:22]([CH3:29])[CH:23]2[CH2:28][CH2:27][O:26][CH2:25][CH2:24]2)[C:5]([CH3:21])=[C:6]([CH:20]=1)[C:7]([NH:9][CH2:10][C:11]1[C:12](=[O:19])[NH:13][C:14]([CH3:18])=[CH:15][C:16]=1[CH3:17])=[O:8].CC1(C)C(C)(C)OB([C:38]2[CH:39]=[N:40][N:41]([CH2:43][CH2:44][N:45]3[CH2:50][CH2:49][O:48][CH2:47][CH2:46]3)[CH:42]=2)O1.C([O-])([O-])=O.[Na+].[Na+]. The catalyst is O1CCOCC1.O.C1C=CC([P]([Pd]([P](C2C=CC=CC=2)(C2C=CC=CC=2)C2C=CC=CC=2)([P](C2C=CC=CC=2)(C2C=CC=CC=2)C2C=CC=CC=2)[P](C2C=CC=CC=2)(C2C=CC=CC=2)C2C=CC=CC=2)(C2C=CC=CC=2)C2C=CC=CC=2)=CC=1. The product is [CH3:17][C:16]1[CH:15]=[C:14]([CH3:18])[NH:13][C:12](=[O:19])[C:11]=1[CH2:10][NH:9][C:7](=[O:8])[C:6]1[CH:20]=[C:2]([C:38]2[CH:39]=[N:40][N:41]([CH2:43][CH2:44][N:45]3[CH2:50][CH2:49][O:48][CH2:47][CH2:46]3)[CH:42]=2)[CH:3]=[C:4]([N:22]([CH3:29])[CH:23]2[CH2:28][CH2:27][O:26][CH2:25][CH2:24]2)[C:5]=1[CH3:21]. The yield is 0.369. (7) The reactants are CO[C:3]1[C:4](=[O:10])[C:5](=[O:9])[C:6]=1[O:7][CH3:8].[CH3:11][Si:12]([CH3:29])([CH3:28])[CH2:13][CH2:14][O:15][CH2:16][NH:17][CH2:18][C@@H:19]([NH2:27])[CH2:20][CH:21]1[CH2:26][CH2:25][CH2:24][CH2:23][CH2:22]1.C(N(CC)CC)C.C[OH:38]. No catalyst specified. The product is [CH:21]1([CH2:20][C@H:19]([NH:27][C:3]2[C:4](=[O:10])[C:5](=[O:9])[C:6]=2[O:7][CH3:8])[CH2:18][NH:17][C:16](=[O:38])[O:15][CH2:14][CH2:13][Si:12]([CH3:28])([CH3:11])[CH3:29])[CH2:22][CH2:23][CH2:24][CH2:25][CH2:26]1. The yield is 0.800.